Dataset: Full USPTO retrosynthesis dataset with 1.9M reactions from patents (1976-2016). Task: Predict the reactants needed to synthesize the given product. (1) Given the product [F:24][C:18]1[CH:19]=[C:20]([F:23])[CH:21]=[CH:22][C:17]=1[NH:16][C:13]1[N:12]=[CH:11][C:10]([C:8]([C:6]2[CH:7]=[C:2]([C:31]3[CH:32]=[CH:33][N:34]=[C:29]([S:28][CH3:27])[N:30]=3)[CH:3]=[CH:4][C:5]=2[O:25][CH3:26])=[O:9])=[CH:15][CH:14]=1, predict the reactants needed to synthesize it. The reactants are: Br[C:2]1[CH:3]=[CH:4][C:5]([O:25][CH3:26])=[C:6]([C:8]([C:10]2[CH:11]=[N:12][C:13]([NH:16][C:17]3[CH:22]=[CH:21][C:20]([F:23])=[CH:19][C:18]=3[F:24])=[CH:14][CH:15]=2)=[O:9])[CH:7]=1.[CH3:27][S:28][C:29]1[N:34]=[C:33]([Sn](CCCC)(CCCC)CCCC)[CH:32]=[CH:31][N:30]=1. (2) Given the product [Cl:27][C:24]1[CH:25]=[CH:26][C:21]([NH:20][C:18](=[O:19])[C:17]2[CH:28]=[C:29]([F:32])[CH:30]=[CH:31][C:16]=2[NH:15][CH2:14][CH:11]2[CH2:10][CH2:9][NH:8][CH2:13][CH2:12]2)=[N:22][CH:23]=1, predict the reactants needed to synthesize it. The reactants are: C([N:8]1[CH2:13][CH2:12][CH:11]([CH2:14][NH:15][C:16]2[CH:31]=[CH:30][C:29]([F:32])=[CH:28][C:17]=2[C:18]([NH:20][C:21]2[CH:26]=[CH:25][C:24]([Cl:27])=[CH:23][N:22]=2)=[O:19])[CH2:10][CH2:9]1)(OC(C)(C)C)=O. (3) Given the product [CH2:9]([C:2]1[CH:7]=[CH:6][CH:5]=[CH:4][N:3]=1)[C:10]1[CH:15]=[CH:14][CH:13]=[CH:12][CH:11]=1, predict the reactants needed to synthesize it. The reactants are: Br[C:2]1[CH:7]=[CH:6][CH:5]=[CH:4][N:3]=1.[Br-].[CH2:9]([Zn+])[C:10]1[CH:15]=[CH:14][CH:13]=[CH:12][CH:11]=1.C1C=CC(CBr)=CC=1. (4) Given the product [F:33][C:29]1[CH:28]=[C:27]([CH:32]=[CH:31][CH:30]=1)[CH2:26][O:25][C:22]1[CH:23]=[CH:24][C:19]([NH:18][C:16]2[N:15]=[CH:14][N:13]=[C:12]3[NH:11][N:10]=[C:9]([O:8][CH2:7][CH2:6][N:40]4[CH2:41][CH2:42][CH:37]([OH:36])[CH2:38][CH2:39]4)[C:17]=23)=[CH:20][C:21]=1[O:34][CH3:35], predict the reactants needed to synthesize it. The reactants are: CS(O[CH2:6][CH2:7][O:8][C:9]1[C:17]2[C:12](=[N:13][CH:14]=[N:15][C:16]=2[NH:18][C:19]2[CH:24]=[CH:23][C:22]([O:25][CH2:26][C:27]3[CH:32]=[CH:31][CH:30]=[C:29]([F:33])[CH:28]=3)=[C:21]([O:34][CH3:35])[CH:20]=2)[NH:11][N:10]=1)(=O)=O.[OH:36][CH:37]1[CH2:42][CH2:41][NH:40][CH2:39][CH2:38]1. (5) Given the product [CH3:1][C:2]1[CH:3]=[C:4]([CH:5]=[CH:6][C:7]=1[O:8][CH3:9])[NH2:10], predict the reactants needed to synthesize it. The reactants are: [CH3:1][C:2]1[CH:3]=[C:4]([N+:10]([O-])=O)[CH:5]=[CH:6][C:7]=1[O:8][CH3:9].O.Cl. (6) Given the product [C:1]([O:5][C:6]([N:8]1[CH2:13][CH2:12][C:11]([CH2:14][C:15]([O:17][CH3:18])=[O:16])([CH2:30][N+:27]([O-:29])=[O:28])[CH2:10][CH2:9]1)=[O:7])([CH3:4])([CH3:3])[CH3:2], predict the reactants needed to synthesize it. The reactants are: [C:1]([O:5][C:6]([N:8]1[CH2:13][CH2:12][C:11](=[CH:14][C:15]([O:17][CH3:18])=[O:16])[CH2:10][CH2:9]1)=[O:7])([CH3:4])([CH3:3])[CH3:2].CN(C)C(=N)N(C)C.[N+:27]([CH3:30])([O-:29])=[O:28]. (7) Given the product [CH2:14]([N+:5]([CH2:1][CH2:2][CH2:3][CH3:4])([CH2:6][CH2:7][CH2:8][CH3:9])[CH2:10][CH2:11][CH2:12][CH3:13])[CH2:15][CH2:16][CH3:17].[CH2:27]([N:29]([CH2:30][CH3:31])[CH2:19][CH2:20][CH2:21][CH2:22][S:23]([O-:26])(=[O:25])=[O:24])[CH3:28], predict the reactants needed to synthesize it. The reactants are: [CH2:1]([N+:5]([CH2:14][CH2:15][CH2:16][CH3:17])([CH2:10][CH2:11][CH2:12][CH3:13])[CH2:6][CH2:7][CH2:8][CH3:9])[CH2:2][CH2:3][CH3:4].Cl[CH2:19][CH2:20][CH2:21][CH2:22][S:23]([O-:26])(=[O:25])=[O:24].[CH2:27]([NH:29][CH2:30][CH3:31])[CH3:28]. (8) Given the product [Si:52]([O:51][C@H:50]([C:59]1[CH:68]=[CH:67][C:66]([OH:69])=[C:65]2[C:60]=1[CH:61]=[CH:62][C:63](=[O:70])[NH:64]2)[CH2:49][NH:48][CH2:1][C:3]1[CH:4]=[CH:5][C:6]([NH:9][C:10]([CH2:12][CH2:13][CH2:14][CH2:15][N:16]([CH3:43])[C:17]([CH2:19][CH2:20][N:21]2[CH2:22][CH2:23][CH:24]([O:27][C:28](=[O:42])[NH:29][C:30]3[CH:35]=[CH:34][CH:33]=[CH:32][C:31]=3[C:36]3[CH:37]=[CH:38][CH:39]=[CH:40][CH:41]=3)[CH2:25][CH2:26]2)=[O:18])=[O:11])=[CH:7][CH:8]=1)([C:55]([CH3:58])([CH3:57])[CH3:56])([CH3:54])[CH3:53], predict the reactants needed to synthesize it. The reactants are: [CH:1]([C:3]1[CH:8]=[CH:7][C:6]([NH:9][C:10]([CH2:12][CH2:13][CH2:14][CH2:15][N:16]([CH3:43])[C:17]([CH2:19][CH2:20][N:21]2[CH2:26][CH2:25][CH:24]([O:27][C:28](=[O:42])[NH:29][C:30]3[CH:35]=[CH:34][CH:33]=[CH:32][C:31]=3[C:36]3[CH:41]=[CH:40][CH:39]=[CH:38][CH:37]=3)[CH2:23][CH2:22]2)=[O:18])=[O:11])=[CH:5][CH:4]=1)=O.C(O)(=O)C.[NH2:48][CH2:49][C@@H:50]([C:59]1[CH:68]=[CH:67][C:66]([OH:69])=[C:65]2[C:60]=1[CH:61]=[CH:62][C:63](=[O:70])[NH:64]2)[O:51][Si:52]([C:55]([CH3:58])([CH3:57])[CH3:56])([CH3:54])[CH3:53].C(Cl)Cl.C(O[BH-](OC(=O)C)OC(=O)C)(=O)C.[Na+]. (9) Given the product [Br:1][C:2]1[CH:3]=[CH:4][CH:5]=[C:6]2[C:11]=1[N:10]=[CH:9][C:8]([I:12])=[CH:7]2, predict the reactants needed to synthesize it. The reactants are: [Br:1][C:2]1[CH:3]=[CH:4][CH:5]=[C:6]2[C:11]=1[N:10]=[CH:9][CH:8]=[CH:7]2.[I:12]N1C(=O)CCC1=O. (10) Given the product [Cl:1][C:2]1[N:6]2[CH2:7][CH2:8][N:9]([C:23]([O:25][C:26]([CH3:29])([CH3:28])[CH3:27])=[O:24])[CH2:10][C:5]2=[C:4]([C:11]([O:13][CH3:14])=[O:12])[C:3]=1[C:15]1[CH:20]=[CH:19][CH:18]=[C:17]([C:21]#[N:22])[CH:16]=1, predict the reactants needed to synthesize it. The reactants are: [Cl:1][C:2]1[N:6]2[CH2:7][CH2:8][NH:9][CH2:10][C:5]2=[C:4]([C:11]([O:13][CH3:14])=[O:12])[C:3]=1[C:15]1[CH:20]=[CH:19][CH:18]=[C:17]([C:21]#[N:22])[CH:16]=1.[C:23](O[C:23]([O:25][C:26]([CH3:29])([CH3:28])[CH3:27])=[O:24])([O:25][C:26]([CH3:29])([CH3:28])[CH3:27])=[O:24].